The task is: Predict the reactants needed to synthesize the given product.. This data is from Full USPTO retrosynthesis dataset with 1.9M reactions from patents (1976-2016). (1) Given the product [F:1][C:2]1[CH:3]=[CH:4][C:5]([N:8]2[CH:12]=[C:11]([CH3:19])[N:10]=[N:9]2)=[CH:6][CH:7]=1, predict the reactants needed to synthesize it. The reactants are: [F:1][C:2]1[CH:7]=[CH:6][C:5]([N:8]2[CH:12](N3CCCCC3)[CH:11]([CH3:19])[N:10]=[N:9]2)=[CH:4][CH:3]=1.[OH-].[K+].CO. (2) Given the product [C:17]([C:18]1[CH2:19][N:11]([S:1]([C:4]2[CH:5]=[CH:6][C:7]([CH3:8])=[CH:9][CH:10]=2)(=[O:2])=[O:3])[CH2:14][C:13](=[O:15])[C:12]=1[CH3:23])([CH3:22])([CH3:21])[CH3:16], predict the reactants needed to synthesize it. The reactants are: [S:1]([N:11]1[CH2:14][C:13](=[O:15])[CH2:12]1)([C:4]1[CH:10]=[CH:9][C:7]([CH3:8])=[CH:6][CH:5]=1)(=[O:3])=[O:2].[CH3:16][C:17]([CH3:22])([CH3:21])[C:18]#[C:19]C.[C:23]1(C)C=CC=CC=1. (3) Given the product [F:1][C:2]1[CH:7]=[C:6]([F:8])[CH:5]=[CH:4][C:3]=1/[CH:9]=[CH:10]\[CH:14]([S:15][CH:14](/[CH:10]=[CH:9]\[C:3]1[CH:4]=[CH:5][C:6]([F:8])=[CH:7][C:2]=1[F:1])[C:13]1[CH:16]=[CH:17][C:18]([Cl:20])=[CH:19][C:12]=1[Cl:11])[C:13]1[CH:16]=[CH:17][C:18]([Cl:20])=[CH:19][C:12]=1[Cl:11], predict the reactants needed to synthesize it. The reactants are: [F:1][C:2]1[CH:7]=[C:6]([F:8])[CH:5]=[CH:4][C:3]=1[C:9]#[CH:10].[Cl:11][C:12]1[CH:19]=[C:18]([Cl:20])[CH:17]=[CH:16][C:13]=1[CH2:14][SH:15].[Na].